The task is: Predict which catalyst facilitates the given reaction.. This data is from Catalyst prediction with 721,799 reactions and 888 catalyst types from USPTO. (1) Reactant: [N:1]([CH2:4][C:5]1[N:6]=[C:7]([C:25]2[CH:30]=[CH:29][C:28]([C:31]([F:34])([F:33])[F:32])=[CH:27][CH:26]=2)[S:8][C:9]=1[CH2:10][O:11][C:12]1[CH:17]=[CH:16][C:15]([C:18]2[NH:22][C:21](=[O:23])[O:20][N:19]=2)=[C:14]([F:24])[CH:13]=1)=[N+]=[N-].C1(P(C2C=CC=CC=2)C2C=CC=CC=2)C=CC=CC=1. Product: [NH2:1][CH2:4][C:5]1[N:6]=[C:7]([C:25]2[CH:30]=[CH:29][C:28]([C:31]([F:32])([F:34])[F:33])=[CH:27][CH:26]=2)[S:8][C:9]=1[CH2:10][O:11][C:12]1[CH:17]=[CH:16][C:15]([C:18]2[NH:22][C:21](=[O:23])[O:20][N:19]=2)=[C:14]([F:24])[CH:13]=1. The catalyst class is: 35. (2) Reactant: [F:1][C:2]1[CH:7]=[CH:6][C:5]([NH:8][C:9](=O)[C:10]2[CH:15]=[CH:14][C:13]([N:16]3[CH2:21][CH2:20][N:19]([CH3:22])[CH2:18][CH2:17]3)=[CH:12][CH:11]=2)=[CH:4][CH:3]=1.[H-].COCCO[Al+]OCCOC.[Na+].[H-].[OH-].[Na+].ClCCl. Product: [F:1][C:2]1[CH:3]=[CH:4][C:5]([NH:8][CH2:9][C:10]2[CH:15]=[CH:14][C:13]([N:16]3[CH2:21][CH2:20][N:19]([CH3:22])[CH2:18][CH2:17]3)=[CH:12][CH:11]=2)=[CH:6][CH:7]=1. The catalyst class is: 359. (3) Reactant: FC(F)(F)S(O[C:7]1[C:11]2[C:12]([O:16][CH3:17])=[N:13][CH:14]=[CH:15][C:10]=2[N:9]([C:18]2[C:23]([F:24])=[CH:22][CH:21]=[CH:20][C:19]=2[F:25])[N:8]=1)(=O)=O.CC1(C)C(C)(C)OB([C:36]2[CH:37]=[C:38]([C:41]([O:43][CH3:44])=[O:42])[S:39][CH:40]=2)O1.C(=O)([O-])[O-].[K+].[K+]. Product: [F:24][C:23]1[CH:22]=[CH:21][CH:20]=[C:19]([F:25])[C:18]=1[N:9]1[C:10]2[CH:15]=[CH:14][N:13]=[C:12]([O:16][CH3:17])[C:11]=2[C:7]([C:36]2[CH:37]=[C:38]([C:41]([O:43][CH3:44])=[O:42])[S:39][CH:40]=2)=[N:8]1. The catalyst class is: 339. (4) Reactant: [NH2:1][C:2]1[CH:3]=[C:4]2[C:8](=[CH:9][CH:10]=1)[N:7]([CH2:11][C:12](=[N:25][O:26][CH3:27])[CH2:13][O:14][C:15]1[CH:20]=[CH:19][CH:18]=[C:17]([C:21]([F:24])([F:23])[F:22])[CH:16]=1)[C:6](=[O:28])[C:5]2=[O:29]. Product: [CH2:6]([N:7]([CH3:11])[CH:8]=[N:1][C:2]1[CH:3]=[C:4]2[C:8](=[CH:9][CH:10]=1)[N:7]([CH2:11][C:12](=[N:25][O:26][CH3:27])[CH2:13][O:14][C:15]1[CH:20]=[CH:19][CH:18]=[C:17]([C:21]([F:23])([F:24])[F:22])[CH:16]=1)[C:6](=[O:28])[C:5]2=[O:29])[CH3:5]. The catalyst class is: 2.